From a dataset of Catalyst prediction with 721,799 reactions and 888 catalyst types from USPTO. Predict which catalyst facilitates the given reaction. (1) Reactant: [NH2:1][C:2]1[CH:7]=[CH:6][C:5]([C@@H:8]([NH:12][C:13]([O:15][C:16]([CH3:19])([CH3:18])[CH3:17])=[O:14])[C:9]([OH:11])=[O:10])=[CH:4][CH:3]=1.N1C=CC=CC=1.[C:26](OC(=O)C)(=[O:28])[CH3:27]. Product: [C:26]([NH:1][C:2]1[CH:7]=[CH:6][C:5]([C@@H:8]([NH:12][C:13]([O:15][C:16]([CH3:19])([CH3:18])[CH3:17])=[O:14])[C:9]([OH:11])=[O:10])=[CH:4][CH:3]=1)(=[O:28])[CH3:27]. The catalyst class is: 4. (2) Reactant: [NH2:1][CH2:2][C:3]([OH:5])=[O:4].[OH-].[K+:7].[CH3:8][C:9](=O)[CH2:10][CH3:11].[H][H]. Product: [CH:9]([NH:1][CH2:2][C:3]([O-:5])=[O:4])([CH2:10][CH3:11])[CH3:8].[K+:7]. The catalyst class is: 522. (3) Reactant: Cl[C:2]1[N:7]=[C:6]([NH:8][C:9]2[CH:10]=[C:11]([CH:16]=[CH:17][CH:18]=2)[C:12]([NH:14][CH3:15])=[O:13])[CH:5]=[CH:4][N:3]=1.Cl.[F:20][C:21]1[CH:31]=[CH:30][C:24]([O:25][CH:26]2[CH2:29][NH:28][CH2:27]2)=[CH:23][CH:22]=1.C(N(C(C)C)C(C)C)C. Product: [F:20][C:21]1[CH:31]=[CH:30][C:24]([O:25][CH:26]2[CH2:27][N:28]([C:2]3[N:7]=[C:6]([NH:8][C:9]4[CH:10]=[C:11]([CH:16]=[CH:17][CH:18]=4)[C:12]([NH:14][CH3:15])=[O:13])[CH:5]=[CH:4][N:3]=3)[CH2:29]2)=[CH:23][CH:22]=1. The catalyst class is: 41. (4) Reactant: S(Cl)([Cl:3])=O.O[CH2:6][C:7]1[N:12]2[CH:13]=[CH:14][N:15]=[C:11]2[CH:10]=[CH:9][CH:8]=1. Product: [ClH:3].[Cl:3][CH2:6][C:7]1[N:12]2[CH:13]=[CH:14][N:15]=[C:11]2[CH:10]=[CH:9][CH:8]=1. The catalyst class is: 2. (5) Product: [Br:26][C:8]1[C:9]2[C:14]([NH:15][CH2:16][CH2:17][CH2:18][CH2:19][CH2:20][C:21]([O:23][CH3:24])=[O:22])=[N:13][CH:12]=[N:11][C:10]=2[S:25][C:7]=1[C:1]1[CH:2]=[CH:3][CH:4]=[CH:5][CH:6]=1. Reactant: [C:1]1([C:7]2[S:25][C:10]3[N:11]=[CH:12][N:13]=[C:14]([NH:15][CH2:16][CH2:17][CH2:18][CH2:19][CH2:20][C:21]([O:23][CH3:24])=[O:22])[C:9]=3[CH:8]=2)[CH:6]=[CH:5][CH:4]=[CH:3][CH:2]=1.[Br:26]N1C(=O)CCC1=O.ClCCl. The catalyst class is: 10. (6) Reactant: C([O-])([O-])=O.[K+].[K+].[NH:7]1[CH2:12][CH2:11][O:10][CH2:9][CH2:8]1.[C:13]([O:17][C:18]([N:20]1[CH2:25][C@H:24]([CH2:26]Cl)[N:23]([CH2:28][C:29]2[CH:34]=[CH:33][CH:32]=[CH:31][CH:30]=2)[CH2:22][C@H:21]1[CH3:35])=[O:19])([CH3:16])([CH3:15])[CH3:14]. Product: [C:13]([O:17][C:18]([N:20]1[CH2:25][C@H:24]([CH2:26][N:7]2[CH2:12][CH2:11][O:10][CH2:9][CH2:8]2)[N:23]([CH2:28][C:29]2[CH:30]=[CH:31][CH:32]=[CH:33][CH:34]=2)[CH2:22][C@H:21]1[CH3:35])=[O:19])([CH3:14])([CH3:15])[CH3:16]. The catalyst class is: 10. (7) Reactant: [F:1][C:2]([F:6])([F:5])[CH2:3][OH:4].[H-].[Na+].F[C:10]1[CH:15]=[C:14]([N:16]2[CH:20]=[CH:19][CH:18]=[N:17]2)[CH:13]=[CH:12][C:11]=1[N:21]1[C:26]2[CH:27]=[CH:28][O:29][C:25]=2[C:24](=[O:30])[C:23]([C:31]2[N:35]([C:36]3[CH:41]=[CH:40][CH:39]=[CH:38][CH:37]=3)[N:34]=[CH:33][CH:32]=2)=[N:22]1.C(=O)([O-])O.[Na+]. Product: [C:36]1([N:35]2[C:31]([C:23]3[C:24](=[O:30])[C:25]4[O:29][CH:28]=[CH:27][C:26]=4[N:21]([C:11]4[CH:12]=[CH:13][C:14]([N:16]5[CH:20]=[CH:19][CH:18]=[N:17]5)=[CH:15][C:10]=4[O:4][CH2:3][C:2]([F:6])([F:5])[F:1])[N:22]=3)=[CH:32][CH:33]=[N:34]2)[CH:41]=[CH:40][CH:39]=[CH:38][CH:37]=1. The catalyst class is: 3. (8) Reactant: [Cl-].O[NH3+:3].[C:4](=[O:7])([O-])[OH:5].[Na+].CS(C)=O.[OH:13][C:14]([CH3:52])([CH3:51])[CH2:15][O:16][C@H:17]1[CH2:22][CH2:21][C@H:20]([N:23]2[C:28](=[O:29])[C:27]([CH2:30][C:31]3[CH:36]=[CH:35][C:34]([C:37]4[C:38]([C:43]#[N:44])=[CH:39][CH:40]=[CH:41][CH:42]=4)=[CH:33][CH:32]=3)=[C:26]([CH2:45][CH2:46][CH3:47])[N:25]3[N:48]=[CH:49][CH:50]=[C:24]23)[CH2:19][CH2:18]1. Product: [OH:13][C:14]([CH3:51])([CH3:52])[CH2:15][O:16][C@H:17]1[CH2:22][CH2:21][C@H:20]([N:23]2[C:28](=[O:29])[C:27]([CH2:30][C:31]3[CH:36]=[CH:35][C:34]([C:37]4[CH:42]=[CH:41][CH:40]=[CH:39][C:38]=4[C:43]4[NH:3][C:4](=[O:7])[O:5][N:44]=4)=[CH:33][CH:32]=3)=[C:26]([CH2:45][CH2:46][CH3:47])[N:25]3[N:48]=[CH:49][CH:50]=[C:24]23)[CH2:19][CH2:18]1. The catalyst class is: 84. (9) Reactant: [F:1][C:2]1[CH:10]=[C:9]([OH:11])[CH:8]=[CH:7][C:3]=1[C:4]([OH:6])=O.[CH2:12]([N:16]1[C:24]2[N:23]=[C:22]([Cl:25])[NH:21][C:20]=2[C:19](=[O:26])[N:18]([CH2:27][CH2:28][CH2:29][CH2:30][C:31](=[NH:34])[NH:32]O)[C:17]1=[O:35])[CH2:13][CH2:14][CH3:15]. Product: [CH2:12]([N:16]1[C:24]2[N:23]=[C:22]([Cl:25])[NH:21][C:20]=2[C:19](=[O:26])[N:18]([CH2:27][CH2:28][CH2:29][CH2:30][C:31]2[N:32]=[C:4]([C:3]3[CH:7]=[CH:8][C:9]([OH:11])=[CH:10][C:2]=3[F:1])[O:6][N:34]=2)[C:17]1=[O:35])[CH2:13][CH2:14][CH3:15]. The catalyst class is: 16. (10) Reactant: CC([N:5]([C@H:9]([CH3:29])[C:10]([NH:12][C:13]1[CH:18]=[CH:17][C:16]([O:19][C:20]2[C:28]3[CH2:27][O:26][CH2:25][C:24]=3[CH:23]=[CH:22][CH:21]=2)=[CH:15][CH:14]=1)=[O:11])C(=O)[O-])(C)C.C(O)(C(F)(F)F)=O. Product: [CH2:25]1[C:24]2[CH:23]=[CH:22][CH:21]=[C:20]([O:19][C:16]3[CH:15]=[CH:14][C:13]([NH:12][C:10](=[O:11])[C@@H:9]([CH3:29])[NH2:5])=[CH:18][CH:17]=3)[C:28]=2[CH2:27][O:26]1. The catalyst class is: 4.